From a dataset of Full USPTO retrosynthesis dataset with 1.9M reactions from patents (1976-2016). Predict the reactants needed to synthesize the given product. Given the product [CH3:23][O:22][C:19]1[CH:20]=[CH:21][C:16](/[CH:15]=[N:13]/[CH2:12][C:11]([O:10][CH3:9])=[O:14])=[CH:17][CH:18]=1, predict the reactants needed to synthesize it. The reactants are: C(N(CC)CC)C.Cl.[CH3:9][O:10][C:11](=[O:14])[CH2:12][NH2:13].[CH:15](=O)[C:16]1[CH:21]=[CH:20][C:19]([O:22][CH3:23])=[CH:18][CH:17]=1.S([O-])([O-])(=O)=O.[Na+].[Na+].